From a dataset of CYP2D6 inhibition data for predicting drug metabolism from PubChem BioAssay. Regression/Classification. Given a drug SMILES string, predict its absorption, distribution, metabolism, or excretion properties. Task type varies by dataset: regression for continuous measurements (e.g., permeability, clearance, half-life) or binary classification for categorical outcomes (e.g., BBB penetration, CYP inhibition). Dataset: cyp2d6_veith. (1) The result is 0 (non-inhibitor). The drug is Cc1noc(C)c1-c1nc(N2CCOCC2)c2ccccc2n1. (2) The drug is O=C1c2ccccc2C(=O)c2c(Nc3cc4c5c(ccc6c7ccc8c9c(cc(Nc%10cccc%11c%10C(=O)c%10ccccc%10C%11=O)c(c3c56)c97)-c3ccccc3C8=O)C(=O)c3ccccc3-4)cccc21. The result is 0 (non-inhibitor). (3) The compound is CC1=C(C(=O)OCc2ccccc2)C(c2cccnc2)c2c(n(C)c(=O)n(C)c2=O)N1. The result is 0 (non-inhibitor). (4) The molecule is c1csc(CNc2ncncc2-c2ccc3c(c2)OCO3)c1. The result is 1 (inhibitor). (5) The compound is COCC(=O)N1CCC[C@@]2(CCN(c3ccccn3)C2)C1. The result is 0 (non-inhibitor). (6) The molecule is COC(OC)[C@@H](C)[C@H](OC)[C@@H](C)[C@H](OC)c1ccccc1. The result is 0 (non-inhibitor). (7) The compound is COc1ccc2[nH]cc(CCNc3ncncc3-c3ccoc3)c2c1. The result is 1 (inhibitor).